Dataset: Forward reaction prediction with 1.9M reactions from USPTO patents (1976-2016). Task: Predict the product of the given reaction. (1) Given the reactants C(=O)([O-])[O-].[Na+].[Na+].[O:7]([C:14]1[CH:19]=[CH:18][C:17](B(O)O)=[CH:16][CH:15]=1)[C:8]1[CH:13]=[CH:12][CH:11]=[CH:10][CH:9]=1.Br[C:24]1[C:25]([NH2:31])=[N:26][CH:27]=[C:28]([CH3:30])[N:29]=1, predict the reaction product. The product is: [CH3:30][C:28]1[N:29]=[C:24]([C:17]2[CH:18]=[CH:19][C:14]([O:7][C:8]3[CH:13]=[CH:12][CH:11]=[CH:10][CH:9]=3)=[CH:15][CH:16]=2)[C:25]([NH2:31])=[N:26][CH:27]=1. (2) Given the reactants FC(F)(F)C(O)=O.[C:8]([O:12][C:13]([N:15]1[CH2:20][CH2:19][CH:18]([C:21]#[C:22][C:23]2[C:28](=[O:29])[N:27](CC3C=CC(OC)=CC=3)[CH:26]=[C:25]([Cl:39])[N:24]=2)[CH2:17][CH2:16]1)=[O:14])([CH3:11])([CH3:10])[CH3:9], predict the reaction product. The product is: [C:8]([O:12][C:13]([N:15]1[CH2:20][CH2:19][CH:18]([C:21]2[O:29][C:28]3=[N:27][CH:26]=[C:25]([Cl:39])[N:24]=[C:23]3[CH:22]=2)[CH2:17][CH2:16]1)=[O:14])([CH3:11])([CH3:10])[CH3:9]. (3) The product is: [Br:11][CH2:12][CH2:13][CH2:14][O:2][C:1]1[CH:8]=[CH:7][C:5]([OH:6])=[CH:4][CH:3]=1. Given the reactants [C:1]1([CH:8]=[CH:7][C:5]([OH:6])=[CH:4][CH:3]=1)[OH:2].[OH-].[K+].[Br:11][CH2:12][CH2:13][CH2:14]Br, predict the reaction product.